Dataset: CYP1A2 inhibition data for predicting drug metabolism from PubChem BioAssay. Task: Regression/Classification. Given a drug SMILES string, predict its absorption, distribution, metabolism, or excretion properties. Task type varies by dataset: regression for continuous measurements (e.g., permeability, clearance, half-life) or binary classification for categorical outcomes (e.g., BBB penetration, CYP inhibition). Dataset: cyp1a2_veith. (1) The compound is CCOC(=O)c1cncn1[C@@H](C)c1ccccc1. The result is 1 (inhibitor). (2) The drug is Cc1ccc(NCCC(=O)c2ccc(Cl)cc2)cc1. The result is 1 (inhibitor). (3) The drug is COc1ccc(C(=O)NC(=S)NC(C)C)cc1Br. The result is 1 (inhibitor). (4) The molecule is Nc1nc(=S)c2ncn([C@H]3O[C@@H](CO)[C@@H](O)[C@@H]3O)c2[nH]1.O. The result is 0 (non-inhibitor). (5) The result is 0 (non-inhibitor). The drug is N=c1nc(N2CCCCC2)cc(N)n1O. (6) The drug is Cc1cc(NC(=O)c2c([N+](=O)[O-])cnn2C)no1. The result is 0 (non-inhibitor). (7) The molecule is OCCNc1nc(NCCC2=CCCCC2)nc(N2CCOCC2)n1. The result is 1 (inhibitor). (8) The molecule is CCCC[C@@H]1C[C@H]1C(NC(=O)c1ccccc1)c1ccc(C(F)(F)F)cc1. The result is 1 (inhibitor). (9) The molecule is O=C(CNc1cccc(Cl)c1)c1ccc(Cl)cc1. The result is 1 (inhibitor).